The task is: Predict which catalyst facilitates the given reaction.. This data is from Catalyst prediction with 721,799 reactions and 888 catalyst types from USPTO. (1) Reactant: [CH3:1][S-:2].[Na+].[N+]([C:7]1[CH:8]=[C:9]([C:14]2[CH:19]=[CH:18][CH:17]=[CH:16][N:15]=2)[N+:10]([O-:13])=[CH:11][CH:12]=1)([O-])=O. Product: [CH3:1][S:2][C:7]1[CH:8]=[C:9]([C:14]2[CH:19]=[CH:18][CH:17]=[CH:16][N:15]=2)[N+:10]([O-:13])=[CH:11][CH:12]=1. The catalyst class is: 9. (2) Reactant: [CH:1]([CH:4]1[CH2:9][C:8](=[O:10])[CH2:7][C:6](=[O:11])[CH2:5]1)([CH3:3])[CH3:2].[Br:12]Br. Product: [Br:12][CH:7]1[C:6](=[O:11])[CH2:5][CH:4]([CH:1]([CH3:3])[CH3:2])[CH2:9][C:8]1=[O:10]. The catalyst class is: 52. (3) Reactant: [CH3:1][O:2][C:3](=[O:12])[C:4]1[CH:9]=[C:8]([CH3:10])[CH:7]=[CH:6][C:5]=1[OH:11].[S:13](O[S:13]([C:16]([F:19])([F:18])[F:17])(=[O:15])=[O:14])([C:16]([F:19])([F:18])[F:17])(=[O:15])=[O:14].O. Product: [CH3:1][O:2][C:3](=[O:12])[C:4]1[CH:9]=[C:8]([CH3:10])[CH:7]=[CH:6][C:5]=1[O:11][S:13]([C:16]([F:19])([F:18])[F:17])(=[O:15])=[O:14]. The catalyst class is: 2. (4) Reactant: [OH-].[Na+].[CH3:3][O:4][CH:5]([O:8][CH3:9])[CH2:6][NH2:7].Cl[C:11]([O:13][CH2:14][CH3:15])=[O:12]. Product: [CH3:3][O:4][CH:5]([O:8][CH3:9])[CH2:6][NH:7][C:11](=[O:12])[O:13][CH2:14][CH3:15]. The catalyst class is: 226. (5) Reactant: [CH2:1]([O:3][CH:4]([O:15][CH2:16][CH3:17])[CH2:5][CH2:6][NH:7][C:8](=[O:14])[CH2:9][CH2:10][CH2:11][CH2:12]Cl)[CH3:2].C[Si](C)(C)[N-][Si](C)(C)C.[Li+].CCOC(C)=O.OS([O-])(=O)=O.[Na+]. Product: [CH2:1]([O:3][CH:4]([O:15][CH2:16][CH3:17])[CH2:5][CH2:6][N:7]1[CH2:12][CH2:11][CH2:10][CH2:9][C:8]1=[O:14])[CH3:2]. The catalyst class is: 1. (6) Reactant: Br[CH2:2]/[CH:3]=[CH:4]/[C:5]([NH:7][C:8]1[CH:9]=[C:10]2[C:15](=[CH:16][C:17]=1[O:18][CH3:19])[N:14]=[CH:13][N:12]=[C:11]2[NH:20][C:21]1[CH:26]=[CH:25][C:24]([F:27])=[C:23]([Cl:28])[CH:22]=1)=[O:6].[CH:29]12[CH2:36][CH2:35][CH:34]1[CH2:33][CH2:32][CH2:31][NH:30]2.CCN(C(C)C)C(C)C.O. Product: [CH:29]12[CH2:36][CH2:35][CH:34]1[CH2:33][CH2:32][CH2:31][N:30]2[CH2:2]/[CH:3]=[CH:4]/[C:5]([NH:7][C:8]1[CH:9]=[C:10]2[C:15](=[CH:16][C:17]=1[O:18][CH3:19])[N:14]=[CH:13][N:12]=[C:11]2[NH:20][C:21]1[CH:26]=[CH:25][C:24]([F:27])=[C:23]([Cl:28])[CH:22]=1)=[O:6]. The catalyst class is: 44. (7) Reactant: [CH3:1][O:2][C:3]1[CH:4]=[CH:5][C:6]2[NH:12][C:11](=[O:13])[N:10]([CH:14]3[CH2:19][CH2:18][NH:17][CH2:16][CH2:15]3)[CH2:9][CH2:8][C:7]=2[CH:20]=1.Cl[C:22]1[CH:27]=[C:26]([C:28]([N:30]2[C:38]3[C:33](=[C:34]([F:40])[C:35]([F:39])=[CH:36][CH:37]=3)[CH2:32][CH2:31]2)=[O:29])[CH:25]=[CH:24][N:23]=1.C(=O)([O-])[O-].[K+].[K+]. Product: [F:40][C:34]1[C:35]([F:39])=[CH:36][CH:37]=[C:38]2[C:33]=1[CH2:32][CH2:31][N:30]2[C:28]([C:26]1[CH:27]=[CH:22][N:23]=[C:24]([N:17]2[CH2:18][CH2:19][CH:14]([N:10]3[CH2:9][CH2:8][C:7]4[CH:20]=[C:3]([O:2][CH3:1])[CH:4]=[CH:5][C:6]=4[NH:12][C:11]3=[O:13])[CH2:15][CH2:16]2)[CH:25]=1)=[O:29]. The catalyst class is: 37.